From a dataset of Catalyst prediction with 721,799 reactions and 888 catalyst types from USPTO. Predict which catalyst facilitates the given reaction. Reactant: [N:1]([CH2:4][CH:5]1[C:13]2[C:8](=[CH:9][CH:10]=[CH:11][CH:12]=2)[C:7](=[C:14]2[C:22]3[C:17](=[CH:18][CH:19]=[CH:20][CH:21]=3)[NH:16][C:15]2=[O:23])[O:6]1)=[C:2]=[O:3].[OH:24][CH2:25][CH2:26][NH2:27]. Product: [OH:24][CH2:25][CH2:26][NH:27][C:2]([NH:1][CH2:4][CH:5]1[C:13]2[C:8](=[CH:9][CH:10]=[CH:11][CH:12]=2)[C:7](=[C:14]2[C:22]3[C:17](=[CH:18][CH:19]=[CH:20][CH:21]=3)[NH:16][C:15]2=[O:23])[O:6]1)=[O:3]. The catalyst class is: 1.